This data is from Full USPTO retrosynthesis dataset with 1.9M reactions from patents (1976-2016). The task is: Predict the reactants needed to synthesize the given product. Given the product [CH3:16][N:17]([CH3:21])[C:18](=[O:19])[O:9][C:6]1[CH:7]=[CH:8][C:3]([CH2:2][OH:1])=[CH:4][CH:5]=1, predict the reactants needed to synthesize it. The reactants are: [OH:1][CH2:2][C:3]1[CH:8]=[CH:7][C:6]([OH:9])=[CH:5][CH:4]=1.C([O-])([O-])=O.[K+].[K+].[CH3:16][N:17]([CH3:21])[C:18](Cl)=[O:19].